This data is from Peptide-MHC class I binding affinity with 185,985 pairs from IEDB/IMGT. The task is: Regression. Given a peptide amino acid sequence and an MHC pseudo amino acid sequence, predict their binding affinity value. This is MHC class I binding data. (1) The peptide sequence is FPQAAPHGVV. The MHC is HLA-B35:01 with pseudo-sequence HLA-B35:01. The binding affinity (normalized) is 0.314. (2) The peptide sequence is CSCLWMMLLI. The MHC is Patr-B0101 with pseudo-sequence Patr-B0101. The binding affinity (normalized) is 0.428.